From a dataset of Forward reaction prediction with 1.9M reactions from USPTO patents (1976-2016). Predict the product of the given reaction. (1) Given the reactants [Cl:1][C:2]1[CH:3]=[C:4]([C:12]2[O:16][N:15]=[C:14]([C:17]3[CH:22]=[CH:21][C:20]([OH:23])=[CH:19][C:18]=3[CH3:24])[N:13]=2)[CH:5]=[CH:6][C:7]=1[O:8][CH:9]([CH3:11])[CH3:10].C1C=CC(P(C2C=CC=CC=2)C2C=CC=CC=2)=CC=1.O[CH2:45][C:46]([O:48][CH2:49][CH3:50])=[O:47].CC(OC(/N=N/C(OC(C)C)=O)=O)C, predict the reaction product. The product is: [Cl:1][C:2]1[CH:3]=[C:4]([C:12]2[O:16][N:15]=[C:14]([C:17]3[CH:22]=[CH:21][C:20]([O:23][CH2:45][C:46]([O:48][CH2:49][CH3:50])=[O:47])=[CH:19][C:18]=3[CH3:24])[N:13]=2)[CH:5]=[CH:6][C:7]=1[O:8][CH:9]([CH3:10])[CH3:11]. (2) Given the reactants [CH3:1][O:2][C:3]1[CH:45]=[CH:44][C:6]([CH2:7][N:8]([CH2:35][C:36]2[CH:41]=[CH:40][C:39]([O:42][CH3:43])=[CH:38][CH:37]=2)[C:9]2[N:14]=[C:13]([CH3:15])[N:12]=[C:11]([C:16]3[CH:17]=[C:18]([C:32](=[O:34])[CH3:33])[CH:19]=[N:20][C:21]=3[NH:22][C:23]3[CH:24]=[N:25][C:26]([O:30][CH3:31])=[C:27]([F:29])[CH:28]=3)[N:10]=2)=[CH:5][CH:4]=1.[BH4-].[Na+], predict the reaction product. The product is: [CH3:43][O:42][C:39]1[CH:38]=[CH:37][C:36]([CH2:35][N:8]([CH2:7][C:6]2[CH:5]=[CH:4][C:3]([O:2][CH3:1])=[CH:45][CH:44]=2)[C:9]2[N:14]=[C:13]([CH3:15])[N:12]=[C:11]([C:16]3[CH:17]=[C:18]([CH:32]([OH:34])[CH3:33])[CH:19]=[N:20][C:21]=3[NH:22][C:23]3[CH:24]=[N:25][C:26]([O:30][CH3:31])=[C:27]([F:29])[CH:28]=3)[N:10]=2)=[CH:41][CH:40]=1. (3) Given the reactants F[C:2]1[C:7]([C:8]([OH:10])=O)=[CH:6][CH:5]=[C:4]([F:11])[N:3]=1.Cl.[F:13][C:14]1[CH:15]=[C:16]([CH2:20][CH2:21][O:22][CH2:23][C:24]([NH2:26])=[NH:25])[CH:17]=[CH:18][CH:19]=1, predict the reaction product. The product is: [F:11][C:4]1[CH:5]=[CH:6][C:7]2[C:8](=[O:10])[NH:26][C:24]([CH2:23][O:22][CH2:21][CH2:20][C:16]3[CH:17]=[CH:18][CH:19]=[C:14]([F:13])[CH:15]=3)=[N:25][C:2]=2[N:3]=1. (4) Given the reactants [Na].Br[CH2:3][CH2:4][S:5]([O-:8])(=[O:7])=[O:6].C([O-])([O-])=O.[K+].[K+].[CH3:15][NH:16][CH2:17][CH2:18][CH2:19][CH2:20][CH2:21][CH2:22][CH2:23][CH2:24][CH2:25][CH2:26][CH2:27][CH3:28], predict the reaction product. The product is: [CH3:15][NH+:16]([CH2:17][CH2:18][CH2:19][CH2:20][CH2:21][CH2:22][CH2:23][CH2:24][CH2:25][CH2:26][CH2:27][CH3:28])[CH2:3][CH2:4][S:5]([O-:8])(=[O:7])=[O:6].